Dataset: Reaction yield outcomes from USPTO patents with 853,638 reactions. Task: Predict the reaction yield, written as a fraction of the theoretical maximum amount of product (1.0 means a 100% yield; for example, 0.34 means a 34% yield). (1) The product is [CH:1]([O:4][C:5]([N:7]1[CH2:12][CH2:11][CH:10]([CH:13]2[CH2:17][C:16]3[CH:18]=[C:19]([C:32]4[CH:37]=[CH:36][C:35]([S:38]([CH3:41])(=[O:40])=[O:39])=[CH:34][N:33]=4)[CH:20]=[CH:21][C:15]=3[O:14]2)[CH2:9][CH2:8]1)=[O:6])([CH3:3])[CH3:2]. No catalyst specified. The reactants are [CH:1]([O:4][C:5]([N:7]1[CH2:12][CH2:11][CH:10]([CH:13]2[CH2:17][C:16]3[CH:18]=[C:19](B4OC(C)(C)C(C)(C)O4)[CH:20]=[CH:21][C:15]=3[O:14]2)[CH2:9][CH2:8]1)=[O:6])([CH3:3])[CH3:2].Br[C:32]1[CH:37]=[CH:36][C:35]([S:38]([CH3:41])(=[O:40])=[O:39])=[CH:34][N:33]=1. The yield is 0.580. (2) The reactants are [F:1][C:2]1[CH:10]=[CH:9][CH:8]=[C:7]2[C:3]=1[CH2:4][N:5]([C:11]([O:13][C@H:14]1[CH2:31][N:30]3[C@H:16]([C:17](=[O:51])[NH:18][C@:19]4([C:42](=[O:50])[NH:43][S:44]([CH:47]5[CH2:49][CH2:48]5)(=[O:46])=[O:45])[CH2:41][C@H:20]4[CH:21]=[CH:22][CH2:23][O:24][CH2:25][CH2:26][CH2:27][C@H:28]([NH:33][C:34]([O:36][C:37]([CH3:40])([CH3:39])[CH3:38])=[O:35])[C:29]3=[O:32])[CH2:15]1)=[O:12])[CH2:6]2.[H][H].O.S([O-])(O)(=O)=O.[K+]. The catalyst is C(OCC)(=O)C. The product is [F:1][C:2]1[CH:10]=[CH:9][CH:8]=[C:7]2[C:3]=1[CH2:4][N:5]([C:11]([O:13][C@H:14]1[CH2:31][N:30]3[C@H:16]([C:17](=[O:51])[NH:18][C@:19]4([C:42](=[O:50])[NH:43][S:44]([CH:47]5[CH2:49][CH2:48]5)(=[O:45])=[O:46])[CH2:41][C@H:20]4[CH2:21][CH2:22][CH2:23][O:24][CH2:25][CH2:26][CH2:27][C@H:28]([NH:33][C:34]([O:36][C:37]([CH3:39])([CH3:40])[CH3:38])=[O:35])[C:29]3=[O:32])[CH2:15]1)=[O:12])[CH2:6]2. The yield is 0.500.